From a dataset of Full USPTO retrosynthesis dataset with 1.9M reactions from patents (1976-2016). Predict the reactants needed to synthesize the given product. (1) Given the product [Br:12][C:13]1[C:14]([CH2:31][N:7]2[CH2:8][CH:4]([CH2:1][CH2:2][CH3:3])[CH2:5][C:6]2=[O:9])=[C:15]2[N:21]=[CH:20][N:19]([CH2:22][C:23]3[CH:28]=[CH:27][C:26]([O:29][CH3:30])=[CH:25][CH:24]=3)[C:16]2=[N:17][CH:18]=1, predict the reactants needed to synthesize it. The reactants are: [CH2:1]([CH:4]1[CH2:8][NH:7][C:6](=[O:9])[CH2:5]1)[CH2:2][CH3:3].[H-].[Na+].[Br:12][C:13]1[C:14]([CH2:31]Cl)=[C:15]2[N:21]=[CH:20][N:19]([CH2:22][C:23]3[CH:28]=[CH:27][C:26]([O:29][CH3:30])=[CH:25][CH:24]=3)[C:16]2=[N:17][CH:18]=1. (2) Given the product [C:15]1([O:14][C:12](=[O:13])[NH:10][C:3]2[C:4]3[C:5](=[CH:6][N:7]=[CH:8][CH:9]=3)[O:1][N:2]=2)[CH:20]=[CH:19][CH:18]=[CH:17][CH:16]=1, predict the reactants needed to synthesize it. The reactants are: [O:1]1[C:5]2=[CH:6][N:7]=[CH:8][CH:9]=[C:4]2[C:3]([NH2:10])=[N:2]1.Cl[C:12]([O:14][C:15]1[CH:20]=[CH:19][CH:18]=[CH:17][CH:16]=1)=[O:13]. (3) Given the product [S:36]1[C:37]2[CH:42]=[CH:41][CH:40]=[CH:39][C:38]=2[C:34]([N:28]2[CH2:29][CH2:30][N:31]([CH2:8][CH2:9][CH2:10][C:11]3[CH:12]=[C:13]4[C:18](=[CH:19][C:20]=3[F:21])[N:17]([C:22](=[O:24])[CH3:23])[CH2:16][CH2:15][C:14]4([CH3:26])[CH3:25])[CH2:32][CH2:33]2)=[N:35]1, predict the reactants needed to synthesize it. The reactants are: C(=O)([O-])[O-].[K+].[K+].Cl[CH2:8][CH2:9][CH2:10][C:11]1[CH:12]=[C:13]2[C:18](=[CH:19][C:20]=1[F:21])[N:17]([C:22](=[O:24])[CH3:23])[CH2:16][CH2:15][C:14]2([CH3:26])[CH3:25].Cl.[N:28]1([C:34]2[C:38]3[CH:39]=[CH:40][CH:41]=[CH:42][C:37]=3[S:36][N:35]=2)[CH2:33][CH2:32][NH:31][CH2:30][CH2:29]1. (4) Given the product [CH2:9]([O:11][CH:12]([O:15][CH2:16][CH3:17])[CH2:13][O:7][C:6]1[CH:5]=[CH:4][C:3]([CH3:8])=[CH:2][CH:1]=1)[CH3:10], predict the reactants needed to synthesize it. The reactants are: [CH:1]1[C:6]([OH:7])=[CH:5][CH:4]=[C:3]([CH3:8])[CH:2]=1.[CH2:9]([O:11][CH:12]([O:15][CH2:16][CH3:17])[CH2:13]Br)[CH3:10].[OH-].[K+].[OH-].[Na+]. (5) Given the product [NH2:18][C:2]([CH3:1])([CH2:8][C:9](=[O:17])[C:10]1[CH:15]=[CH:14][C:13]([CH3:16])=[CH:12][CH:11]=1)[C:3]([O:5][CH2:6][CH3:7])=[O:4], predict the reactants needed to synthesize it. The reactants are: [CH3:1]/[C:2](=[CH:8]\[C:9](=[O:17])[C:10]1[CH:15]=[CH:14][C:13]([CH3:16])=[CH:12][CH:11]=1)/[C:3]([O:5][CH2:6][CH3:7])=[O:4].[NH4+:18].[OH-].